From a dataset of Catalyst prediction with 721,799 reactions and 888 catalyst types from USPTO. Predict which catalyst facilitates the given reaction. (1) Reactant: [OH-].[Na+].C([O:5][C:6]([C:8]1[CH:12]=[C:11]([CH2:13][CH2:14][C:15]2[CH:20]=[CH:19][C:18]([O:21][CH3:22])=[CH:17][CH:16]=2)[NH:10][N:9]=1)=[O:7])C. Product: [CH3:22][O:21][C:18]1[CH:19]=[CH:20][C:15]([CH2:14][CH2:13][C:11]2[NH:10][N:9]=[C:8]([C:6]([OH:7])=[O:5])[CH:12]=2)=[CH:16][CH:17]=1. The catalyst class is: 5. (2) Reactant: [C:1]([O:5][C:6](=[O:16])[C:7]1[CH:12]=[CH:11][CH:10]=[C:9]([N+:13]([O-])=O)[CH:8]=1)([CH3:4])([CH3:3])[CH3:2]. Product: [C:1]([O:5][C:6](=[O:16])[C:7]1[CH:12]=[CH:11][CH:10]=[C:9]([NH2:13])[CH:8]=1)([CH3:4])([CH3:2])[CH3:3]. The catalyst class is: 748.